From a dataset of Full USPTO retrosynthesis dataset with 1.9M reactions from patents (1976-2016). Predict the reactants needed to synthesize the given product. Given the product [CH2:5]([O:4][C:2]([N:18]([CH2:17][CH2:16][C:15]1[CH:28]=[CH:29][CH:30]=[C:13]([F:12])[CH:14]=1)[CH2:19][CH2:20][C:21]([O:23][C:24]([CH3:27])([CH3:25])[CH3:26])=[O:22])=[O:3])[C:6]1[CH:11]=[CH:10][CH:9]=[CH:8][CH:7]=1, predict the reactants needed to synthesize it. The reactants are: Cl[C:2]([O:4][CH2:5][C:6]1[CH:11]=[CH:10][CH:9]=[CH:8][CH:7]=1)=[O:3].[F:12][C:13]1[CH:14]=[C:15]([CH:28]=[CH:29][CH:30]=1)[CH2:16][CH2:17][NH:18][CH2:19][CH2:20][C:21]([O:23][C:24]([CH3:27])([CH3:26])[CH3:25])=[O:22].C(N(CC)CC)C.